From a dataset of Retrosynthesis with 50K atom-mapped reactions and 10 reaction types from USPTO. Predict the reactants needed to synthesize the given product. (1) Given the product [N-]=[N+]=NCCOc1cc(Cl)cc([N+](=O)[O-])c1N, predict the reactants needed to synthesize it. The reactants are: Nc1c(OCCCl)cc(Cl)cc1[N+](=O)[O-].[N-]=[N+]=[N-]. (2) The reactants are: CCOC(=O)/C=C/c1cc(SCc2ccccc2)ccc1Nc1cc(F)c(Br)cc1C. Given the product Cc1cc(Br)c(F)cc1-n1c(=O)ccc2cc(SCc3ccccc3)ccc21, predict the reactants needed to synthesize it.